This data is from Catalyst prediction with 721,799 reactions and 888 catalyst types from USPTO. The task is: Predict which catalyst facilitates the given reaction. Reactant: [CH2:1]([C:3]1[C:7]([N+:8]([O-:10])=[O:9])=[C:6]([C:11]([NH2:13])=[O:12])[NH:5][N:4]=1)[CH3:2].Cl[CH2:15][C:16]1[N:17]=[N:18][CH:19]=[CH:20][CH:21]=1.C(=O)([O-])[O-].[Cs+].[Cs+]. Product: [CH2:1]([C:3]1[N:4]([CH2:15][C:16]2[N:17]=[N:18][CH:19]=[CH:20][CH:21]=2)[N:5]=[C:6]([C:11]([NH2:13])=[O:12])[C:7]=1[N+:8]([O-:10])=[O:9])[CH3:2]. The catalyst class is: 9.